Dataset: NCI-60 drug combinations with 297,098 pairs across 59 cell lines. Task: Regression. Given two drug SMILES strings and cell line genomic features, predict the synergy score measuring deviation from expected non-interaction effect. (1) Drug 1: C1CCC(C(C1)N)N.C(=O)(C(=O)[O-])[O-].[Pt+4]. Drug 2: N.N.Cl[Pt+2]Cl. Cell line: A498. Synergy scores: CSS=53.4, Synergy_ZIP=-11.1, Synergy_Bliss=0.116, Synergy_Loewe=-7.64, Synergy_HSA=3.24. (2) Drug 1: CC1CCC2CC(C(=CC=CC=CC(CC(C(=O)C(C(C(=CC(C(=O)CC(OC(=O)C3CCCCN3C(=O)C(=O)C1(O2)O)C(C)CC4CCC(C(C4)OC)O)C)C)O)OC)C)C)C)OC. Drug 2: CC1C(C(CC(O1)OC2CC(CC3=C2C(=C4C(=C3O)C(=O)C5=C(C4=O)C(=CC=C5)OC)O)(C(=O)CO)O)N)O.Cl. Cell line: HCC-2998. Synergy scores: CSS=43.3, Synergy_ZIP=5.04, Synergy_Bliss=9.36, Synergy_Loewe=7.23, Synergy_HSA=8.26. (3) Drug 2: CC1CC(C(C(C=C(C(C(C=CC=C(C(=O)NC2=CC(=O)C(=C(C1)C2=O)OC)C)OC)OC(=O)N)C)C)O)OC. Synergy scores: CSS=71.2, Synergy_ZIP=4.61, Synergy_Bliss=4.06, Synergy_Loewe=0.476, Synergy_HSA=7.30. Drug 1: C1CC(CCC1OC2=C(C(=CC=C2)Cl)F)(CC3=NC(=CC=C3)NC4=NC=CS4)C(=O)O. Cell line: SW-620. (4) Drug 1: C1=NC(=NC(=O)N1C2C(C(C(O2)CO)O)O)N. Drug 2: CS(=O)(=O)CCNCC1=CC=C(O1)C2=CC3=C(C=C2)N=CN=C3NC4=CC(=C(C=C4)OCC5=CC(=CC=C5)F)Cl. Cell line: HS 578T. Synergy scores: CSS=8.44, Synergy_ZIP=-3.26, Synergy_Bliss=-2.22, Synergy_Loewe=-7.74, Synergy_HSA=-3.46.